This data is from Forward reaction prediction with 1.9M reactions from USPTO patents (1976-2016). The task is: Predict the product of the given reaction. (1) Given the reactants CC(S([NH:7][C:8]1([C:12]2[N:17]=[CH:16][CH:15]=[CH:14][N:13]=2)[CH2:11][O:10][CH2:9]1)=O)(C)C.[ClH:18].C(OCC)C, predict the reaction product. The product is: [ClH:18].[N:13]1[CH:14]=[CH:15][CH:16]=[N:17][C:12]=1[C:8]1([NH2:7])[CH2:11][O:10][CH2:9]1. (2) Given the reactants [CH:1]([O:4][C:5]([N:7]1[CH2:12][CH2:11][CH:10]([CH2:13][O:14][C:15]2[CH:20]=[CH:19][C:18]([C:21]3[CH:26]=[CH:25][C:24]([CH2:27][C@H:28]([NH:32][C:33]([O:35][C:36]([CH3:39])([CH3:38])[CH3:37])=[O:34])[C:29](O)=[O:30])=[CH:23][CH:22]=3)=[CH:17][CH:16]=2)[CH2:9][CH2:8]1)=[O:6])([CH3:3])[CH3:2].Cl.[F:41][C@H:42]1[CH2:46][CH2:45][NH:44][CH2:43]1.C1C=CC2N(O)N=NC=2C=1.CCN=C=NCCCN(C)C.CCN(C(C)C)C(C)C, predict the reaction product. The product is: [CH:1]([O:4][C:5]([N:7]1[CH2:12][CH2:11][CH:10]([CH2:13][O:14][C:15]2[CH:20]=[CH:19][C:18]([C:21]3[CH:22]=[CH:23][C:24]([CH2:27][C@H:28]([NH:32][C:33]([O:35][C:36]([CH3:38])([CH3:37])[CH3:39])=[O:34])[C:29]([N:44]4[CH2:45][CH2:46][C@H:42]([F:41])[CH2:43]4)=[O:30])=[CH:25][CH:26]=3)=[CH:17][CH:16]=2)[CH2:9][CH2:8]1)=[O:6])([CH3:3])[CH3:2]. (3) Given the reactants [CH:1]1([N:6]2[C:15]3[C:10](=[CH:11][C:12]([F:19])=[C:13]([F:18])[C:14]=3[O:16][CH3:17])[C:9](=[O:20])[C:8]([C:21]([O:23][CH2:24][CH3:25])=[O:22])=[CH:7]2)[CH2:5][CH2:4][CH2:3][CH2:2]1.[N+:26]([O-])([O-:28])=[O:27].[K+], predict the reaction product. The product is: [CH:1]1([N:6]2[C:15]3[C:10](=[C:11]([N+:26]([O-:28])=[O:27])[C:12]([F:19])=[C:13]([F:18])[C:14]=3[O:16][CH3:17])[C:9](=[O:20])[C:8]([C:21]([O:23][CH2:24][CH3:25])=[O:22])=[CH:7]2)[CH2:2][CH2:3][CH2:4][CH2:5]1. (4) Given the reactants [H-].[Na+].[CH3:3][C:4]1[CH:5]=[C:6]([OH:19])[CH:7]=[CH:8][C:9]=1[CH2:10][CH2:11][CH2:12][CH2:13][N:14]1[CH:18]=[CH:17][N:16]=[N:15]1.Cl[CH2:21][C:22]1[CH:27]=[CH:26][C:25]([C:28]2[CH:33]=[CH:32][C:31]([C:34]([F:37])([F:36])[F:35])=[CH:30][CH:29]=2)=[CH:24][N:23]=1.O, predict the reaction product. The product is: [CH3:3][C:4]1[CH:5]=[C:6]([CH:7]=[CH:8][C:9]=1[CH2:10][CH2:11][CH2:12][CH2:13][N:14]1[CH:18]=[CH:17][N:16]=[N:15]1)[O:19][CH2:21][C:22]1[CH:27]=[CH:26][C:25]([C:28]2[CH:33]=[CH:32][C:31]([C:34]([F:36])([F:35])[F:37])=[CH:30][CH:29]=2)=[CH:24][N:23]=1. (5) Given the reactants [N+:1]([C:4]1[CH:5]=[C:6]([NH2:13])[C:7](=[CH:11][CH:12]=1)[C:8]([OH:10])=O)([O-:3])=[O:2].O=S(Cl)Cl.[Cl:18][C:19]1[CH:25]=[CH:24][CH:23]=[CH:22][C:20]=1[NH2:21].C(Cl)(Cl)Cl, predict the reaction product. The product is: [NH2:13][C:6]1[CH:5]=[C:4]([N+:1]([O-:3])=[O:2])[CH:12]=[CH:11][C:7]=1[C:8]([NH:21][C:20]1[CH:22]=[CH:23][CH:24]=[CH:25][C:19]=1[Cl:18])=[O:10].